This data is from Forward reaction prediction with 1.9M reactions from USPTO patents (1976-2016). The task is: Predict the product of the given reaction. (1) Given the reactants [CH3:1][N:2]([CH3:32])[C:3]([C:5]1[N:26]([CH:27]2[CH2:31][CH2:30][CH2:29][CH2:28]2)[C:8]2[N:9]=[C:10]([NH:13][C:14]3[CH:19]=[CH:18][C:17]([N:20]4[CH2:25][CH2:24][NH:23][CH2:22][CH2:21]4)=[CH:16][N:15]=3)[N:11]=[CH:12][C:7]=2[CH:6]=1)=[O:4].[CH3:33][C:34]([CH3:36])=O.[BH-](OC(C)=O)(OC(C)=O)OC(C)=O.[Na+], predict the reaction product. The product is: [CH3:1][N:2]([CH3:32])[C:3]([C:5]1[N:26]([CH:27]2[CH2:31][CH2:30][CH2:29][CH2:28]2)[C:8]2[N:9]=[C:10]([NH:13][C:14]3[CH:19]=[CH:18][C:17]([N:20]4[CH2:21][CH2:22][N:23]([CH:34]([CH3:36])[CH3:33])[CH2:24][CH2:25]4)=[CH:16][N:15]=3)[N:11]=[CH:12][C:7]=2[CH:6]=1)=[O:4]. (2) Given the reactants [CH3:1][N:2]1[CH:6]=[C:5]([C:7]2[CH:13]=[CH:12][C:10]([NH2:11])=[CH:9][CH:8]=2)[CH:4]=[N:3]1.Cl[C:15]1[CH:16]=[CH:17][C:18]2[CH2:19][N:20]([CH3:32])[CH2:21][C@@H:22]([C:26]3[CH:31]=[CH:30][CH:29]=[CH:28][CH:27]=3)[O:23][C:24]=2[N:25]=1.C(=O)([O-])[O-].[Cs+].[Cs+].COCCOC, predict the reaction product. The product is: [CH3:32][N:20]1[CH2:19][C:18]2[CH:17]=[CH:16][C:15]([NH:11][C:10]3[CH:12]=[CH:13][C:7]([C:5]4[CH:4]=[N:3][N:2]([CH3:1])[CH:6]=4)=[CH:8][CH:9]=3)=[N:25][C:24]=2[O:23][C@H:22]([C:26]2[CH:31]=[CH:30][CH:29]=[CH:28][CH:27]=2)[CH2:21]1. (3) Given the reactants Br[CH2:2][C:3]([C:5]1[CH:10]=[CH:9][C:8]([N:11]([CH2:14][CH3:15])[CH2:12][CH3:13])=[CH:7][CH:6]=1)=O.[NH2:16][N:17]1[C:21]([C:22]2[CH:27]=[CH:26][CH:25]=[CH:24][C:23]=2[O:28][CH3:29])=[N:20][N:19]=[C:18]1[SH:30], predict the reaction product. The product is: [CH2:12]([N:11]([CH2:14][CH3:15])[C:8]1[CH:9]=[CH:10][C:5]([C:3]2[CH2:2][S:30][C:18]3=[N:19][N:20]=[C:21]([C:22]4[CH:27]=[CH:26][CH:25]=[CH:24][C:23]=4[O:28][CH3:29])[N:17]3[N:16]=2)=[CH:6][CH:7]=1)[CH3:13]. (4) Given the reactants [Br:1][C:2]1[CH:3]=[C:4]([OH:8])[CH:5]=[CH:6][CH:7]=1.Cl[C:10]([F:15])([F:14])C([O-])=O.[Na+].C(=O)([O-])[O-].[Cs+].[Cs+], predict the reaction product. The product is: [Br:1][C:2]1[CH:7]=[CH:6][CH:5]=[C:4]([O:8][CH:10]([F:15])[F:14])[CH:3]=1. (5) The product is: [CH:18]1([NH:24][C:25](=[O:26])[O:17][C:13]2[CH:12]=[C:11]3[C:16](=[CH:15][CH:14]=2)[N:8]([CH2:1][C:2]2[CH:3]=[CH:4][CH:5]=[CH:6][CH:7]=2)[CH2:9][CH2:10]3)[CH2:23][CH2:22][CH2:21][CH2:20][CH2:19]1. Given the reactants [CH2:1]([N:8]1[C:16]2[C:11](=[CH:12][C:13]([OH:17])=[CH:14][CH:15]=2)[CH2:10][CH2:9]1)[C:2]1[CH:7]=[CH:6][CH:5]=[CH:4][CH:3]=1.[CH:18]1([N:24]=[C:25]=[O:26])[CH2:23][CH2:22][CH2:21][CH2:20][CH2:19]1, predict the reaction product. (6) Given the reactants [CH3:1][O:2][C:3]1[CH:4]=[C:5]2[C:10](=[CH:11][C:12]=1[O:13][CH3:14])[C:9](=[CH:15][C:16]([O:18][CH2:19][CH3:20])=[O:17])[NH:8][CH2:7][CH2:6]2.[N+:21]([C:24]1[CH:25]=[C:26]([CH:29]=[CH:30][CH:31]=1)[CH:27]=O)([O-:23])=[O:22].[N+]([CH2:35][CH3:36])([O-])=O, predict the reaction product. The product is: [CH3:1][O:2][C:3]1[CH:4]=[C:5]2[C:10](=[CH:11][C:12]=1[O:13][CH3:14])[C:9]1=[C:15]([C:16]([O:18][CH2:19][CH3:20])=[O:17])[C:27]([C:26]3[CH:29]=[CH:30][CH:31]=[C:24]([N+:21]([O-:23])=[O:22])[CH:25]=3)=[C:35]([CH3:36])[N:8]1[CH2:7][CH2:6]2.